This data is from Catalyst prediction with 721,799 reactions and 888 catalyst types from USPTO. The task is: Predict which catalyst facilitates the given reaction. (1) Reactant: Cl[C:2]1[C:11]2[C:6](=[CH:7][CH:8]=[CH:9][CH:10]=2)[N:5]=[C:4]([C:12]2[CH:17]=[CH:16][C:15]([CH3:18])=[CH:14][CH:13]=2)[N:3]=1.C(N(CC)C(C)C)(C)C.[Cl:28][C:29]1[N:34]=[C:33]([CH:35]([C:38]2[CH:43]=[CH:42][CH:41]=[CH:40][CH:39]=2)[CH2:36][NH2:37])[CH:32]=[CH:31][CH:30]=1. Product: [Cl:28][C:29]1[N:34]=[C:33]([CH:35]([C:38]2[CH:43]=[CH:42][CH:41]=[CH:40][CH:39]=2)[CH2:36][NH:37][C:2]2[C:11]3[C:6](=[CH:7][CH:8]=[CH:9][CH:10]=3)[N:5]=[C:4]([C:12]3[CH:17]=[CH:16][C:15]([CH3:18])=[CH:14][CH:13]=3)[N:3]=2)[CH:32]=[CH:31][CH:30]=1. The catalyst class is: 20. (2) Reactant: [N:1]1[CH:6]=[CH:5][CH:4]=[CH:3][C:2]=1[C:7]1[CH:8]=[N:9][NH:10][C:11]=1[NH2:12].O=[C:14]([C:20]1[CH:25]=[CH:24][CH:23]=[CH:22][CH:21]=1)[CH2:15][C:16](OC)=[O:17]. Product: [C:20]1([C:14]2[NH:12][C:11]3[N:10]([N:9]=[CH:8][C:7]=3[C:2]3[CH:3]=[CH:4][CH:5]=[CH:6][N:1]=3)[C:16](=[O:17])[CH:15]=2)[CH:25]=[CH:24][CH:23]=[CH:22][CH:21]=1. The catalyst class is: 15. (3) Reactant: [CH3:1][O:2][C:3]1[CH:4]=[C:5]([CH:8]=[CH:9][C:10]=1[OH:11])[CH:6]=O.[C:12]([C:15]1[CH:20]=[CH:19][CH:18]=[CH:17][CH:16]=1)(=[O:14])[CH3:13]. Product: [OH:11][C:10]1[CH:9]=[CH:8][C:5]([CH:6]=[CH:13][C:12]([C:15]2[CH:20]=[CH:19][CH:18]=[CH:17][CH:16]=2)=[O:14])=[CH:4][C:3]=1[O:2][CH3:1]. The catalyst class is: 15. (4) Reactant: Br[C:2]1[N:6]2[N:7]=[CH:8][CH:9]=[CH:10][C:5]2=[N:4][C:3]=1[C:11]([NH:13][CH:14]1[CH2:16][CH2:15]1)=[O:12].CC1(C)C(C)(C)OB([C:25]2[CH:26]=[CH:27][C:28]3[N:29]([N:31]=[CH:32][N:33]=3)[CH:30]=2)O1.C(=O)([O-])[O-].[Na+].[Na+]. Product: [CH:14]1([NH:13][C:11]([C:3]2[N:4]=[C:5]3[CH:10]=[CH:9][CH:8]=[N:7][N:6]3[C:2]=2[C:25]2[CH:26]=[CH:27][C:28]3[N:29]([N:31]=[CH:32][N:33]=3)[CH:30]=2)=[O:12])[CH2:16][CH2:15]1. The catalyst class is: 12. (5) Reactant: [CH3:1][CH:2]1[CH:9]2[CH:5]([CH2:6][NH:7][CH2:8]2)[C:4]2[S:10][CH:11]=[CH:12][C:3]1=2.C(N(CC)CC)C.Cl[C:21]([O:23][CH2:24][CH3:25])=[O:22]. Product: [CH2:24]([O:23][C:21]([N:7]1[CH2:6][CH:5]2[CH:9]([CH:2]([CH3:1])[C:3]3[CH:12]=[CH:11][S:10][C:4]=32)[CH2:8]1)=[O:22])[CH3:25]. The catalyst class is: 2. (6) Reactant: [C:1]([C:3]1[CH:4]=[C:5]([C:12]2[O:16][N:15]=[C:14]([C:17]3[CH:38]=[CH:37][C:20]4[CH2:21][CH2:22][N:23]([C:26](=[O:36])[CH2:27][NH:28]C(=O)OC(C)(C)C)[CH2:24][CH2:25][C:19]=4[CH:18]=3)[N:13]=2)[CH:6]=[CH:7][C:8]=1[O:9][CH2:10][CH3:11])#[N:2].FC(F)(F)C(O)=O. Product: [CH2:10]([O:9][C:8]1[CH:7]=[CH:6][C:5]([C:12]2[O:16][N:15]=[C:14]([C:17]3[CH:38]=[CH:37][C:20]4[CH2:21][CH2:22][N:23]([C:26](=[O:36])[CH2:27][NH2:28])[CH2:24][CH2:25][C:19]=4[CH:18]=3)[N:13]=2)=[CH:4][C:3]=1[C:1]#[N:2])[CH3:11]. The catalyst class is: 2. (7) Reactant: [CH3:1][S:2]([C:5]1[CH:6]=[CH:7][C:8]([C@@H:11]([OH:21])[C@H:12]([NH:15][C:16]([CH:18]([Cl:20])[Cl:19])=[O:17])[CH2:13][OH:14])=[CH:9][CH:10]=1)(=[O:4])=[O:3].Cl[C:23](OCC)=[O:24].C(N(CC)CC)C. Product: [Cl:19][CH:18]([Cl:20])[C:16]([N:15]1[C@H:12]([CH2:13][OH:14])[C@@H:11]([C:8]2[CH:7]=[CH:6][C:5]([S:2]([CH3:1])(=[O:3])=[O:4])=[CH:10][CH:9]=2)[O:21][C:23]1=[O:24])=[O:17]. The catalyst class is: 2. (8) Reactant: [Br:1][C:2]1[CH:3]=[C:4]([C:8](=[O:10])[CH3:9])[CH:5]=[CH:6][CH:7]=1.CC(C)([O-])C.[K+].C([O:19][C:20](=O)[C:21]([F:24])([F:23])[F:22])C. Product: [Br:1][C:2]1[CH:3]=[C:4]([C:8](=[O:10])[CH2:9][C:20](=[O:19])[C:21]([F:24])([F:23])[F:22])[CH:5]=[CH:6][CH:7]=1. The catalyst class is: 1.